Dataset: Retrosynthesis with 50K atom-mapped reactions and 10 reaction types from USPTO. Task: Predict the reactants needed to synthesize the given product. (1) Given the product COc1c(Br)cc(C(=O)N2CCOc3nc(C)ccc32)cc1Br, predict the reactants needed to synthesize it. The reactants are: COc1c(Br)cc(C(=O)Cl)cc1Br.Cc1ccc2c(n1)OCCN2. (2) Given the product Cc1nccn1-c1ccc(N)cc1, predict the reactants needed to synthesize it. The reactants are: Cc1nccn1-c1ccc([N+](=O)[O-])cc1. (3) Given the product COc1cc(C=O)ccc1OCCCCl, predict the reactants needed to synthesize it. The reactants are: COc1cc(C=O)ccc1O.ClCCCBr. (4) Given the product C#Cc1cccc(Nc2c(C#N)cnc3ccc(OCCOC)c(OCCOC)c23)c1, predict the reactants needed to synthesize it. The reactants are: C#Cc1cccc(N)c1.COCCOc1ccc2ncc(C#N)c(Cl)c2c1OCCOC. (5) Given the product COc1cc(N)ccc1OCCOC1CCCCO1, predict the reactants needed to synthesize it. The reactants are: COc1cc([N+](=O)[O-])ccc1OCCOC1CCCCO1.